From a dataset of Catalyst prediction with 721,799 reactions and 888 catalyst types from USPTO. Predict which catalyst facilitates the given reaction. Reactant: C(OC([N:8]1[C:16]2[C:11](=[CH:12][CH:13]=[C:14]([NH:17][CH2:18][CH:19]3[CH2:21][CH2:20]3)[CH:15]=2)[C:10]([C:22]2[CH:27]=[CH:26][CH:25]=[CH:24][CH:23]=2)=[N:9]1)=O)(C)(C)C.[ClH:28]. Product: [ClH:28].[CH:19]1([CH2:18][NH:17][C:14]2[CH:15]=[C:16]3[C:11]([C:10]([C:22]4[CH:27]=[CH:26][CH:25]=[CH:24][CH:23]=4)=[N:9][NH:8]3)=[CH:12][CH:13]=2)[CH2:20][CH2:21]1. The catalyst class is: 459.